Dataset: Reaction yield outcomes from USPTO patents with 853,638 reactions. Task: Predict the reaction yield, written as a fraction of the theoretical maximum amount of product (1.0 means a 100% yield; for example, 0.34 means a 34% yield). (1) The reactants are [C:1]([C:5]1[NH:6][C:7]([C:15]([CH2:18][CH3:19])([CH3:17])[CH3:16])=[C:8]([C:10]([CH2:13][CH3:14])([CH3:12])[CH3:11])[N:9]=1)([CH3:4])([CH3:3])[CH3:2].[Cl:20][Ti:21](Cl)(Cl)Cl. The catalyst is C1(C)C=CC=CC=1. The product is [Cl-:20].[Cl-:20].[Cl-:20].[C:1]([C:5]1[N-:9][C:8]([C:10]([CH3:11])([CH3:12])[CH2:13][CH3:14])=[C:7]([C:15]([CH3:17])([CH3:16])[CH2:18][CH3:19])[N:6]=1)([CH3:4])([CH3:3])[CH3:2].[Ti+4:21]. The yield is 0.170. (2) The reactants are [CH:1]1([C@H:7]([C:12]([O:14][CH3:15])=[O:13])[CH2:8][C:9]([OH:11])=O)[CH2:6][CH2:5][CH2:4][CH2:3][CH2:2]1.[Cl:16][C:17]1[CH:23]=[CH:22][C:20]([NH2:21])=[CH:19][CH:18]=1.C1C=CC2N(O)N=NC=2C=1.CCN=C=NCCCN(C)C.CN1CCOCC1. The catalyst is C(#N)C. The product is [Cl:16][C:17]1[CH:23]=[CH:22][C:20]([NH:21][C:9](=[O:11])[CH2:8][C@H:7]([CH:1]2[CH2:2][CH2:3][CH2:4][CH2:5][CH2:6]2)[C:12]([O:14][CH3:15])=[O:13])=[CH:19][CH:18]=1. The yield is 0.930. (3) The reactants are [NH2:1][C:2]1[CH:14]=[C:13]2[C:5]([C:6]3[C:7]([C:18]4[CH:23]=[CH:22][CH:21]=[CH:20][C:19]=4[F:24])=[CH:8][CH:9]=[C:10]([C:15]([NH2:17])=[O:16])[C:11]=3[NH:12]2)=[CH:4][CH:3]=1.[CH:25]([S:27]([CH:30]=[CH2:31])(=[O:29])=[O:28])=[CH2:26]. The catalyst is CC(O)C. The product is [F:24][C:19]1[CH:20]=[CH:21][CH:22]=[CH:23][C:18]=1[C:7]1[C:6]2[C:5]3[C:13](=[CH:14][C:2]([N:1]4[CH2:31][CH2:30][S:27](=[O:29])(=[O:28])[CH2:25][CH2:26]4)=[CH:3][CH:4]=3)[NH:12][C:11]=2[C:10]([C:15]([NH2:17])=[O:16])=[CH:9][CH:8]=1. The yield is 0.280. (4) The reactants are [C:1]1([C:19]2[CH:24]=[CH:23][CH:22]=[CH:21][CH:20]=2)[CH:6]=[CH:5][CH:4]=[CH:3][C:2]=1[P:7]1[C:13]([CH3:15])([CH3:14])[CH2:12][CH2:11][C:10](=O)[CH2:9][C:8]1([CH3:18])[CH3:17].C(O)COCCO.O.NN.[OH-].[K+]. The catalyst is O.CCCCCCC. The product is [C:1]1([C:19]2[CH:24]=[CH:23][CH:22]=[CH:21][CH:20]=2)[CH:6]=[CH:5][CH:4]=[CH:3][C:2]=1[P:7]1[C:13]([CH3:14])([CH3:15])[CH2:12][CH2:11][CH2:10][CH2:9][C:8]1([CH3:18])[CH3:17]. The yield is 0.510. (5) The reactants are CO[C:3](=[O:28])[C:4]1[CH:9]=[CH:8][C:7]([O:10][CH2:11][C:12]2[C:13]([C:21]3[CH:26]=[CH:25][C:24]([F:27])=[CH:23][CH:22]=3)=[N:14][O:15][C:16]=2[C:17]([F:20])([F:19])[F:18])=[N:6][CH:5]=1.[CH:29]1([CH2:32][NH2:33])[CH2:31][CH2:30]1. No catalyst specified. The product is [CH:29]1([CH2:32][NH:33][C:3](=[O:28])[C:4]2[CH:9]=[CH:8][C:7]([O:10][CH2:11][C:12]3[C:13]([C:21]4[CH:22]=[CH:23][C:24]([F:27])=[CH:25][CH:26]=4)=[N:14][O:15][C:16]=3[C:17]([F:20])([F:19])[F:18])=[N:6][CH:5]=2)[CH2:31][CH2:30]1. The yield is 0.870. (6) The reactants are [CH3:1][O:2][C:3]1[C:11]([O:12][CH3:13])=[C:10]([O:14][CH3:15])[CH:9]=[C:8]([N+:16]([O-:18])=[O:17])[C:4]=1[C:5]([OH:7])=O.[C:19](Cl)(=[O:23])[C:20](Cl)=O.[N:25]1(CO)C[CH2:28][CH2:27][CH2:26]1.C(N(CC)CC)C. The catalyst is CN(C=O)C. The product is [N+:16]([C:8]1[CH:9]=[C:10]([O:14][CH3:15])[C:11]([O:12][CH3:13])=[C:3]([O:2][CH3:1])[C:4]=1[C:5]([N:25]1[CH2:26][CH2:27][CH2:28][CH:20]1[CH2:19][OH:23])=[O:7])([O-:18])=[O:17]. The yield is 0.910. (7) The reactants are [OH:1][C:2]1[CH:24]=[CH:23][C:22](I)=[CH:21][C:3]=1[C:4]([NH:6][C:7]1[CH:12]=[C:11]([C:13]([F:16])([F:15])[F:14])[CH:10]=[C:9]([C:17]([F:20])([F:19])[F:18])[CH:8]=1)=[O:5].[CH2:26]=[CH:27][C:28]1[CH:33]=[CH:32][CH:31]=[CH:30][CH:29]=1.C1(C)C=CC=CC=1P(C1C=CC=CC=1C)C1C=CC=CC=1C.C(NC(C)C)(C)C. The catalyst is C([O-])(=O)C.[Pd+2].C([O-])(=O)C.O.CN(C)C=O. The product is [OH:1][C:2]1[CH:24]=[CH:23][C:22]([CH:26]=[CH:27][C:28]2[CH:33]=[CH:32][CH:31]=[CH:30][CH:29]=2)=[CH:21][C:3]=1[C:4]([NH:6][C:7]1[CH:12]=[C:11]([C:13]([F:16])([F:15])[F:14])[CH:10]=[C:9]([C:17]([F:20])([F:19])[F:18])[CH:8]=1)=[O:5]. The yield is 0.383.